From a dataset of Full USPTO retrosynthesis dataset with 1.9M reactions from patents (1976-2016). Predict the reactants needed to synthesize the given product. (1) Given the product [NH2:29][CH2:28][C:27]1[CH:30]=[CH:31][C:24]([N:4]2[CH2:5][CH2:6][N:7]([S:8]([C:11]3[CH:12]=[C:13]([C:17]([OH:23])([CH3:22])[C:18]([F:19])([F:20])[F:21])[CH:14]=[CH:15][CH:16]=3)(=[O:10])=[O:9])[C@H:2]([CH3:1])[CH2:3]2)=[C:25]([C:32]([F:33])([F:34])[F:35])[CH:26]=1, predict the reactants needed to synthesize it. The reactants are: [CH3:1][C@H:2]1[N:7]([S:8]([C:11]2[CH:16]=[CH:15][CH:14]=[C:13]([C:17]([OH:23])([CH3:22])[C:18]([F:21])([F:20])[F:19])[CH:12]=2)(=[O:10])=[O:9])[CH2:6][CH2:5][N:4]([C:24]2[CH:31]=[CH:30][C:27]([C:28]#[N:29])=[CH:26][C:25]=2[C:32]([F:35])([F:34])[F:33])[CH2:3]1.C1COCC1.[BH4-].[Na+]. (2) Given the product [CH3:2][O:23][C:22](=[O:24])[CH2:21][CH:18]1[CH2:19][CH2:20][N:15]([C:13]([O:12][C:8]([CH3:11])([CH3:9])[CH3:10])=[O:14])[CH2:16][CH2:17]1, predict the reactants needed to synthesize it. The reactants are: [Si](C=[N+]=[N-])(C)(C)[CH3:2].[C:8]([O:12][C:13]([N:15]1[CH2:20][CH2:19][CH:18]([CH2:21][C:22]([OH:24])=[O:23])[CH2:17][CH2:16]1)=[O:14])([CH3:11])([CH3:10])[CH3:9]. (3) Given the product [ClH:21].[NH2:7][C@H:8]([C:12]1[CH:20]=[CH:19][C:18]([Cl:21])=[CH:17][C:13]=1[C:14]([OH:16])=[O:15])[CH:9]([CH3:10])[CH3:11], predict the reactants needed to synthesize it. The reactants are: C([S@@]([NH:7][C@H:8]([C:12]1[CH:20]=[CH:19][C:18]([Cl:21])=[CH:17][C:13]=1[C:14]([OH:16])=[O:15])[CH:9]([CH3:11])[CH3:10])=O)(C)(C)C.Cl.CO. (4) Given the product [Br:12][C:10]1[CH:11]=[C:2]([NH:1][CH2:30][CH2:29][N:26]2[CH2:27][CH2:28][O:23][CH2:24][CH2:25]2)[CH:3]=[C:4]2[C:9]=1[N:8]=[CH:7][C:6]([C:13]#[N:14])=[C:5]2[NH:15][C:16]1[CH:21]=[CH:20][CH:19]=[C:18]([Cl:22])[CH:17]=1, predict the reactants needed to synthesize it. The reactants are: [NH2:1][C:2]1[CH:3]=[C:4]2[C:9](=[C:10]([Br:12])[CH:11]=1)[N:8]=[CH:7][C:6]([C:13]#[N:14])=[C:5]2[NH:15][C:16]1[CH:21]=[CH:20][CH:19]=[C:18]([Cl:22])[CH:17]=1.[O:23]1[CH2:28][CH2:27][N:26]([CH2:29][CH:30]=O)[CH2:25][CH2:24]1.C([O-])(O)=O.[Na+].[BH3-]C#N.[Na+]. (5) Given the product [ClH:1].[N:35]1[CH:36]=[CH:37][CH:38]=[CH:39][C:34]=1[CH2:33][NH:32][C:2]1[N:7]=[C:6]([C:8]2[CH:13]=[CH:12][CH:11]=[CH:10][CH:9]=2)[N:5]=[C:4]([C:14]([NH:16][C:17]2[CH:22]=[CH:21][CH:20]=[CH:19][C:18]=2[C:23]2[S:24][C:25]3[CH:26]=[N:27][CH:28]=[CH:29][C:30]=3[N:31]=2)=[O:15])[CH:3]=1, predict the reactants needed to synthesize it. The reactants are: [Cl:1][C:2]1[N:7]=[C:6]([C:8]2[CH:13]=[CH:12][CH:11]=[CH:10][CH:9]=2)[N:5]=[C:4]([C:14]([NH:16][C:17]2[CH:22]=[CH:21][CH:20]=[CH:19][C:18]=2[C:23]2[S:24][C:25]3[CH:26]=[N:27][CH:28]=[CH:29][C:30]=3[N:31]=2)=[O:15])[CH:3]=1.[NH2:32][CH2:33][C:34]1[CH:39]=[CH:38][CH:37]=[CH:36][N:35]=1. (6) Given the product [F:15][C:13]1[CH:14]=[CH:2][C:3]2[NH:4][C:5]3[C:10]([C:11]=2[CH:12]=1)=[CH:9][CH:8]=[CH:7][CH:6]=3, predict the reactants needed to synthesize it. The reactants are: Cl[C:2]1[CH:14]=[C:13]([F:15])[CH:12]=[CH:11][C:3]=1[NH:4][C:5]1[CH:10]=[CH:9][CH:8]=[CH:7][CH:6]=1.C(P(C(C)(C)C)C(C)(C)C)(C)(C)C.CC(C)([O-])C.[Na+].